Dataset: Forward reaction prediction with 1.9M reactions from USPTO patents (1976-2016). Task: Predict the product of the given reaction. (1) Given the reactants [C:1]([O:5][CH3:6])(=[O:4])[CH2:2][OH:3].C[Si]([N-][Si](C)(C)C)(C)C.[Li+].[CH:17]1([NH:20][C:21]([C:23]2[S:36][C:26]3=[N:27][C:28](S(C)=O)=[C:29]([Cl:32])[C:30]([CH3:31])=[C:25]3[C:24]=2[NH2:37])=[O:22])[CH2:19][CH2:18]1, predict the reaction product. The product is: [CH3:6][O:5][C:1](=[O:4])[CH2:2][O:3][C:28]1[N:27]=[C:26]2[S:36][C:23]([C:21](=[O:22])[NH:20][CH:17]3[CH2:18][CH2:19]3)=[C:24]([NH2:37])[C:25]2=[C:30]([CH3:31])[C:29]=1[Cl:32]. (2) Given the reactants [Cl:1][C:2]1[CH:3]=[C:4]([CH:6]=[CH:7][C:8]=1[I:9])N.C(N(C(C)C)CC)(C)C.[C:19]([O:23][C:24](O[C:24]([O:23][C:19]([CH3:22])([CH3:21])[CH3:20])=[O:25])=[O:25])([CH3:22])([CH3:21])[CH3:20], predict the reaction product. The product is: [C:19]([O:23][C:24]([C:4]1[CH:6]=[CH:7][C:8]([I:9])=[C:2]([Cl:1])[CH:3]=1)=[O:25])([CH3:22])([CH3:21])[CH3:20]. (3) Given the reactants [C:1]([O:5][C:6](=[O:15])[NH:7][C@@H:8]1[C@H:13]([NH2:14])[CH2:12][CH2:11][O:10][CH2:9]1)([CH3:4])([CH3:3])[CH3:2].C(N(C(C)C)CC)(C)C.Cl[C:26]1[N:27]=[N:28][C:29]([C:42]([O:44][CH2:45][CH3:46])=[O:43])=[C:30]([NH:32][C:33]2[C:41]3[CH:40]=[CH:39][S:38][C:37]=3[CH:36]=[CH:35][CH:34]=2)[N:31]=1, predict the reaction product. The product is: [S:38]1[CH:39]=[CH:40][C:41]2[C:33]([NH:32][C:30]3[N:31]=[C:26]([NH:14][C@@H:13]4[CH2:12][CH2:11][O:10][CH2:9][C@@H:8]4[NH:7][C:6]([O:5][C:1]([CH3:4])([CH3:2])[CH3:3])=[O:15])[N:27]=[N:28][C:29]=3[C:42]([O:44][CH2:45][CH3:46])=[O:43])=[CH:34][CH:35]=[CH:36][C:37]1=2. (4) The product is: [Cl:15][CH2:5][CH2:6][CH2:7][CH2:8][CH:9]=[CH:10][CH2:11][CH2:12][CH2:13][CH3:14]. Given the reactants C(O[CH2:5][CH2:6][CH2:7][CH2:8][CH:9]=[CH:10][CH2:11][CH2:12][CH2:13][CH3:14])(=O)C.[Cl:15]C=CCCCC.C=CCCCC, predict the reaction product. (5) Given the reactants [NH2:1][CH2:2][CH2:3][CH2:4][CH2:5][C:6]1([C:11]([NH:13][C@@H:14]([CH2:18][C:19]2[CH:24]=[CH:23][C:22]([C:25]3[C:26](=[O:35])[N:27]([CH3:34])[C:28](=[O:33])[N:29]([CH3:32])[C:30]=3[CH3:31])=[CH:21][CH:20]=2)[C:15]([OH:17])=[O:16])=[O:12])[CH2:10][CH2:9][CH2:8][CH2:7]1.O=C1CCC(=O)N1[O:43][C:44](=O)[CH2:45][CH2:46][O:47][CH2:48][CH2:49][O:50][CH2:51][CH2:52][O:53][CH2:54][CH2:55][O:56][CH2:57][CH2:58][NH:59][C:60](=[O:70])[CH2:61][CH2:62][N:63]1[C:67](=[O:68])[CH:66]=[CH:65][C:64]1=[O:69].CCN(C(C)C)C(C)C, predict the reaction product. The product is: [O:69]=[C:64]1[CH:65]=[CH:66][C:67](=[O:68])[N:63]1[CH2:62][CH2:61][C:60]([NH:59][CH2:58][CH2:57][O:56][CH2:55][CH2:54][O:53][CH2:52][CH2:51][O:50][CH2:49][CH2:48][O:47][CH2:46][CH2:45][C:44]([NH:1][CH2:2][CH2:3][CH2:4][CH2:5][C:6]1([C:11]([NH:13][C@@H:14]([CH2:18][C:19]2[CH:20]=[CH:21][C:22]([C:25]3[C:26](=[O:35])[N:27]([CH3:34])[C:28](=[O:33])[N:29]([CH3:32])[C:30]=3[CH3:31])=[CH:23][CH:24]=2)[C:15]([OH:17])=[O:16])=[O:12])[CH2:10][CH2:9][CH2:8][CH2:7]1)=[O:43])=[O:70]. (6) Given the reactants [CH3:1][C:2]([O:4][C@H:5]1[C:14]2[C@@:15]3([CH3:30])[C@@H:26]([CH2:27][O:28][CH3:29])[O:25][C:23](=[O:24])[C:17]4=[CH:18][O:19][C:20]([C:21](=[O:22])[C:13]=2[C@@H:8]2[CH2:9][CH2:10][C@H:11]([OH:12])[C@@:7]2([CH3:31])[CH2:6]1)=[C:16]34)=[O:3].C(N(CC)CC)C.Cl.[C:40]([O:44][C:45](=[O:49])[CH2:46][NH:47][CH3:48])([CH3:43])([CH3:42])[CH3:41], predict the reaction product. The product is: [C:40]([O:44][C:45](=[O:49])[CH2:46][N:47]([CH:18]=[C:17]1[C:16]2[C:15]([CH3:30])([C:14]3[CH:5]([O:4][C:2](=[O:3])[CH3:1])[CH2:6][C:7]4([CH3:31])[CH:8]([C:13]=3[C:21](=[O:22])[C:20]=2[OH:19])[CH2:9][CH2:10][CH:11]4[OH:12])[CH:26]([CH2:27][O:28][CH3:29])[O:25][C:23]1=[O:24])[CH3:48])([CH3:43])([CH3:42])[CH3:41]. (7) Given the reactants [CH:1]1([Si:7]([CH3:10])([CH3:9])[CH3:8])[CH:6]=[CH:5][CH2:4][CH:3]=[CH:2]1.C[N+]1([O-])CC[O:15]CC1.[OH2:19].[O-]S([O-])=O.[Na+].[Na+], predict the reaction product. The product is: [CH3:8][Si:7]([C:1]1([OH:15])[CH2:6][CH:5]=[CH:4][CH2:3][CH:2]1[OH:19])([CH3:10])[CH3:9].